From a dataset of Reaction yield outcomes from USPTO patents with 853,638 reactions. Predict the reaction yield, written as a fraction of the theoretical maximum amount of product (1.0 means a 100% yield; for example, 0.34 means a 34% yield). (1) The reactants are C([Si](C(C)(C)C)(C1C=CC=CC=1)[O:6][CH2:7][CH:8]([CH3:38])[O:9][C:10]1[CH:11]=[C:12]([O:27][C:28]2[CH:33]=[CH:32][C:31]([S:34]([CH3:37])(=[O:36])=[O:35])=[CH:30][CH:29]=2)[CH:13]=[C:14]2[C:18]=1[NH:17][C:16]([C:19]1[S:20][CH:21]([CH2:24][CH2:25][OH:26])[CH2:22][N:23]=1)=[CH:15]2)(C)(C)C.[F-].C([N+](CCCC)(CCCC)CCCC)CCC.[Cl-].[NH4+].CO. The catalyst is O1CCCC1.CCCCCC.C(OCC)(=O)C. The product is [OH:26][CH2:25][CH2:24][CH:21]1[S:20][C:19]([C:16]2[NH:17][C:18]3[C:14]([CH:15]=2)=[CH:13][C:12]([O:27][C:28]2[CH:29]=[CH:30][C:31]([S:34]([CH3:37])(=[O:35])=[O:36])=[CH:32][CH:33]=2)=[CH:11][C:10]=3[O:9][CH:8]([CH3:38])[CH2:7][OH:6])=[N:23][CH2:22]1. The yield is 0.650. (2) The reactants are [CH2:1]([O:3][C:4]([C:6]1[O:7][C:8]2[CH:15]=[CH:14][CH:13]=[C:12]([NH:16][C:17](=[O:19])[CH3:18])[C:9]=2[C:10]=1[CH3:11])=[O:5])[CH3:2].I[CH3:21].[H-].[Na+]. The catalyst is CN(C=O)C. The product is [CH2:1]([O:3][C:4]([C:6]1[O:7][C:8]2[CH:15]=[CH:14][CH:13]=[C:12]([N:16]([C:17](=[O:19])[CH3:18])[CH3:21])[C:9]=2[C:10]=1[CH3:11])=[O:5])[CH3:2]. The yield is 0.350. (3) The reactants are CO[CH:3](OC)[N:4]([CH3:6])[CH3:5].[CH2:9]([O:11][C:12]([C:14]1[CH:15]=[CH:16][N:17]2[C:22]=1[C:21](=[O:23])[N:20]([CH2:24][C:25]1[CH:30]=[CH:29][CH:28]=[CH:27][CH:26]=1)[C:19]([CH3:31])=[N:18]2)=[O:13])C. The catalyst is CN(C=O)C. The product is [CH3:9][O:11][C:12]([C:14]1[CH:15]=[CH:16][N:17]2[C:22]=1[C:21](=[O:23])[N:20]([CH2:24][C:25]1[CH:26]=[CH:27][CH:28]=[CH:29][CH:30]=1)[C:19]([CH:31]=[CH:3][N:4]([CH3:6])[CH3:5])=[N:18]2)=[O:13]. The yield is 0.850.